From a dataset of Reaction yield outcomes from USPTO patents with 853,638 reactions. Predict the reaction yield, written as a fraction of the theoretical maximum amount of product (1.0 means a 100% yield; for example, 0.34 means a 34% yield). (1) The reactants are [CH3:1][C:2]1[C:6]([CH:7]=[O:8])=[C:5]([CH3:9])[O:4][N:3]=1.[CH3:10][Mg+].[Br-].O. The catalyst is C1COCC1. The product is [CH3:1][C:2]1[C:6]([CH:7]([OH:8])[CH3:10])=[C:5]([CH3:9])[O:4][N:3]=1. The yield is 0.950. (2) The reactants are [N:1]1[CH:6]=[CH:5][CH:4]=[C:3]([NH2:7])[C:2]=1[NH2:8].O[CH2:10][CH:11]([CH2:13]O)O.[N+](C1C=C(S([O-])(=O)=O)C=CC=1)([O-])=O.[Na+].S(=O)(=O)(O)O.[OH-].[Na+]. The catalyst is O. The product is [N:7]1[C:3]2[C:4](=[CH:5][CH:6]=[N:1][C:2]=2[NH2:8])[CH:13]=[CH:11][CH:10]=1. The yield is 0.390. (3) The reactants are [NH2:1][C:2]1[N:3]=[CH:4][C:5]([C:15]2[CH:20]=[CH:19][C:18]([OH:21])=[CH:17][CH:16]=2)=[N:6][C:7]=1[CH2:8][C:9]1[CH:14]=[CH:13][CH:12]=[CH:11][CH:10]=1.[Na+].O=[C:24]([CH2:28][CH2:29][CH2:30][CH3:31])[C:25]([O-:27])=[O:26]. The catalyst is C(O)C.C(O)(=O)C.[Pd]. The product is [CH2:8]([C:7]1[C:2]([NH:1][CH:24]([CH2:28][CH2:29][CH2:30][CH3:31])[C:25]([OH:27])=[O:26])=[N:3][CH:4]=[C:5]([C:15]2[CH:16]=[CH:17][C:18]([OH:21])=[CH:19][CH:20]=2)[N:6]=1)[C:9]1[CH:10]=[CH:11][CH:12]=[CH:13][CH:14]=1. The yield is 0.460. (4) The reactants are [OH:1][C:2]([CH3:23])([CH3:22])[CH2:3][O:4][C:5]1[CH:10]=[CH:9][C:8]([N:11]2[CH:16]=[CH:15][C:14]([S:17][CH3:18])=[N:13][C:12]2=[O:19])=[CH:7][C:6]=1[O:20][CH3:21].[Cl:24][C:25]1[CH:30]=[CH:29][C:28](CS)=[CH:27][CH:26]=1. The catalyst is C(Cl)Cl. The product is [Cl:24][C:25]1[CH:30]=[CH:29][C:28]([CH2:18][S:17][C:14]2[CH:15]=[CH:16][N:11]([C:8]3[CH:9]=[CH:10][C:5]([O:4][CH2:3][C:2]([OH:1])([CH3:23])[CH3:22])=[C:6]([O:20][CH3:21])[CH:7]=3)[C:12](=[O:19])[N:13]=2)=[CH:27][CH:26]=1. The yield is 0.698. (5) The reactants are Cl[C:2]1[CH:3]=[C:4]2[C:8](=[CH:9][C:10]=1[N+:11]([O-:13])=[O:12])[C:7](=[O:14])[NH:6][C:5]2=[O:15].[NH2:16]C(N)=O. The catalyst is O. The product is [NH2:16][C:2]1[CH:3]=[C:4]2[C:8](=[CH:9][C:10]=1[N+:11]([O-:13])=[O:12])[C:7](=[O:14])[NH:6][C:5]2=[O:15]. The yield is 0.925.